From a dataset of Full USPTO retrosynthesis dataset with 1.9M reactions from patents (1976-2016). Predict the reactants needed to synthesize the given product. Given the product [F:1][C:2]1[CH:7]=[CH:6][C:5]([N:8]2[CH2:26][CH2:27][C:28]3[C:33](=[CH:32][CH:31]=[C:30]([O:34][CH3:35])[CH:29]=3)[CH:9]2[CH2:10][C:11]2[CH:16]=[CH:15][C:14]([O:17][CH2:18][C:19]3[CH:24]=[CH:23][CH:22]=[CH:21][CH:20]=3)=[CH:13][CH:12]=2)=[CH:4][CH:3]=1, predict the reactants needed to synthesize it. The reactants are: [F:1][C:2]1[CH:7]=[CH:6][C:5]([N:8]([CH2:26][CH2:27][C:28]2[CH:33]=[CH:32][CH:31]=[C:30]([O:34][CH3:35])[CH:29]=2)[C:9](=O)[CH2:10][C:11]2[CH:16]=[CH:15][C:14]([O:17][CH2:18][C:19]3[CH:24]=[CH:23][CH:22]=[CH:21][CH:20]=3)=[CH:13][CH:12]=2)=[CH:4][CH:3]=1.C(OCC)(=O)C.